This data is from Catalyst prediction with 721,799 reactions and 888 catalyst types from USPTO. The task is: Predict which catalyst facilitates the given reaction. (1) Reactant: [F:1][C:2]1[CH:7]=[CH:6][CH:5]=[C:4]([N+:8]([O-])=O)[C:3]=1[C:11]1([C:15]([O:17]C)=O)[CH2:14][CH2:13][CH2:12]1. Product: [F:1][C:2]1[CH:7]=[CH:6][CH:5]=[C:4]2[C:3]=1[C:11]1([CH2:14][CH2:13][CH2:12]1)[C:15](=[O:17])[NH:8]2. The catalyst class is: 183. (2) Reactant: [CH2:1]([O:8][C:9](=[O:24])[NH:10][C@@H:11]1[CH2:14][N:13](C2C=CC(OC)=CC=2)[C:12]1=[O:23])[C:2]1[CH:7]=[CH:6][CH:5]=[CH:4][CH:3]=1.O=[N+]([O-])[O-].[O-][N+](=O)[O-].[O-][N+](=O)[O-].[O-][N+](=O)[O-].[O-][N+](=O)[O-].[O-][N+](=O)[O-].[Ce+4].[NH4+].[NH4+].C([O-])(O)=O.[Na+].CCOC(C)=O. Product: [CH2:1]([O:8][C:9](=[O:24])[NH:10][C@@H:11]1[CH2:14][NH:13][C:12]1=[O:23])[C:2]1[CH:3]=[CH:4][CH:5]=[CH:6][CH:7]=1. The catalyst class is: 144. (3) Reactant: [F:1][C:2]1[CH:8]=[CH:7][C:5]([NH2:6])=[CH:4][CH:3]=1.C(N(CC)CC)C.[Cl-].ClC1N(C)CC[NH+]1C.[CH3:25][O:26][C:27]1[C:28](=[O:51])[C:29]([CH3:50])=[C:30]([CH2:36][C:37]2[CH:38]=[CH:39][C:40]([O:46][C:47](=[O:49])[CH3:48])=[C:41]([CH:45]=2)[C:42](O)=[O:43])[C:31](=[O:35])[C:32]=1[O:33][CH3:34]. Product: [CH3:25][O:26][C:27]1[C:28](=[O:51])[C:29]([CH3:50])=[C:30]([CH2:36][C:37]2[CH:38]=[CH:39][C:40]([O:46][C:47](=[O:49])[CH3:48])=[C:41]([CH:45]=2)[C:42]([NH:6][C:5]2[CH:7]=[CH:8][C:2]([F:1])=[CH:3][CH:4]=2)=[O:43])[C:31](=[O:35])[C:32]=1[O:33][CH3:34]. The catalyst class is: 2. (4) Reactant: [OH:1][C:2]1[CH:7]=[CH:6][C:5]([C:8]([F:11])([F:10])[F:9])=[CH:4][N:3]=1.Br[C:13]([CH3:20])([CH3:19])[C:14]([O:16][CH2:17][CH3:18])=[O:15].C(=O)([O-])[O-].[Cs+].[Cs+]. Product: [CH3:19][C:13]([O:1][C:2]1[CH:7]=[CH:6][C:5]([C:8]([F:9])([F:11])[F:10])=[CH:4][N:3]=1)([CH3:20])[C:14]([O:16][CH2:17][CH3:18])=[O:15]. The catalyst class is: 10.